This data is from Full USPTO retrosynthesis dataset with 1.9M reactions from patents (1976-2016). The task is: Predict the reactants needed to synthesize the given product. (1) Given the product [F:55][C:52]1[CH:53]=[CH:54][C:49]2[N:50]([CH:56]=[C:47]([C:45]([NH:44][C@H:41]3[CH2:40][CH2:39][C@@H:38]([N:28]4[C:29](=[O:37])[C:30]5[CH:35]=[C:34]([F:36])[CH:33]=[N:32][C:31]=5[N:26]([C:22]5[CH:21]=[C:20]([C:17]6[CH:16]=[CH:15][C:14]([CH2:13][NH:12][CH2:11][CH2:10][NH:8][CH3:7])=[CH:19][CH:18]=6)[CH:25]=[CH:24][CH:23]=5)[C:27]4=[O:57])[CH2:43][CH2:42]3)=[O:46])[N:48]=2)[CH:51]=1, predict the reactants needed to synthesize it. The reactants are: Cl.C(O[C:7](=O)[N:8]([CH2:10][CH2:11][NH:12][CH2:13][C:14]1[CH:19]=[CH:18][C:17]([C:20]2[CH:25]=[CH:24][CH:23]=[C:22]([N:26]3[C:31]4[N:32]=[CH:33][C:34]([F:36])=[CH:35][C:30]=4[C:29](=[O:37])[N:28]([C@H:38]4[CH2:43][CH2:42][C@@H:41]([NH:44][C:45]([C:47]5[N:48]=[C:49]6[CH:54]=[CH:53][C:52]([F:55])=[CH:51][N:50]6[CH:56]=5)=[O:46])[CH2:40][CH2:39]4)[C:27]3=[O:57])[CH:21]=2)=[CH:16][CH:15]=1)C)(C)(C)C.C(O)(=O)C. (2) Given the product [CH:4]([C:3]1[CH:6]=[CH:7][C:8]([O:10][CH3:11])=[CH:9][C:2]=1[O:1][S:19]([C:22]([F:25])([F:24])[F:23])(=[O:20])=[O:18])=[O:5], predict the reactants needed to synthesize it. The reactants are: [OH:1][C:2]1[CH:9]=[C:8]([O:10][CH3:11])[CH:7]=[CH:6][C:3]=1[CH:4]=[O:5].N1C=CC=CC=1.[O:18](S(C(F)(F)F)(=O)=O)[S:19]([C:22]([F:25])([F:24])[F:23])(=O)=[O:20].CCOC(C)=O. (3) Given the product [CH2:1]([O:3][C:4]([C:6]1[CH:11]=[CH:10][C:9]([Br:13])=[C:8]([CH3:15])[N:7]=1)=[O:5])[CH3:2], predict the reactants needed to synthesize it. The reactants are: [CH2:1]([O:3][C:4]([C:6]1[CH:11]=[C:10](C)[C:9]([Br:13])=[CH:8][N:7]=1)=[O:5])[CH3:2].Br[C:15]1C=CC(Br)=C(C)N=1. (4) Given the product [C:50]([O:56][C:57]1([C:60]2[N:61]=[C:62]([CH2:65][N:66]3[N:70]=[C:69]([NH:71][C:9]([C:7]4[N:8]=[C:4]([CH3:3])[O:5][C:6]=4[C:12]4[CH:13]=[C:14]([CH3:18])[CH:15]=[CH:16][CH:17]=4)=[O:11])[CH:68]=[N:67]3)[O:63][CH:64]=2)[CH2:59][CH2:58]1)(=[O:55])[C:51]([CH3:54])([CH3:53])[CH3:52], predict the reactants needed to synthesize it. The reactants are: N#N.[CH3:3][C:4]1[O:5][C:6]([C:12]2[CH:13]=[C:14]([CH3:18])[CH:15]=[CH:16][CH:17]=2)=[C:7]([C:9]([OH:11])=O)[N:8]=1.C1C=CC2N(O)N=NC=2C=1.CCN=C=NCCCN(C)C.Cl.CCN(C(C)C)C(C)C.[C:50]([O:56][C:57]1([C:60]2[N:61]=[C:62]([CH2:65][N:66]3[N:70]=[C:69]([NH2:71])[CH:68]=[N:67]3)[O:63][CH:64]=2)[CH2:59][CH2:58]1)(=[O:55])[C:51]([CH3:54])([CH3:53])[CH3:52]. (5) Given the product [Cl:1][C:2]1[CH:7]=[CH:6][CH:5]=[C:4]([Cl:8])[C:3]=1[NH:9][C:10]([NH:12][C:13]1[S:14][C:15]([C:25]2[CH:30]=[CH:29][C:28]([F:31])=[CH:27][C:26]=2[CH3:32])=[CH:16][C:17]=1[C:18]([OH:20])=[O:19])=[O:11], predict the reactants needed to synthesize it. The reactants are: [Cl:1][C:2]1[CH:7]=[CH:6][CH:5]=[C:4]([Cl:8])[C:3]=1[NH:9][C:10]([NH:12][C:13]1[S:14][C:15]([C:25]2[CH:30]=[CH:29][C:28]([F:31])=[CH:27][C:26]=2[CH3:32])=[CH:16][C:17]=1[C:18]([O:20]C(C)(C)C)=[O:19])=[O:11].C(O)(C(F)(F)F)=O. (6) Given the product [Cl:1][C:2]1[CH:7]=[CH:6][CH:5]=[CH:4][C:3]=1[CH2:8][N:9]1[C:14](=[O:15])[C:13]([C:16]([NH:60][CH2:32][C:44]([OH:46])=[O:45])=[O:17])=[C:12]([OH:21])[C:11]([C:22]2[CH:27]=[CH:26][CH:25]=[CH:24][CH:23]=2)=[N:10]1, predict the reactants needed to synthesize it. The reactants are: [Cl:1][C:2]1[CH:7]=[CH:6][CH:5]=[CH:4][C:3]=1[CH2:8][N:9]1[C:14](=[O:15])[C:13]([C:16](OCC)=[O:17])=[C:12]([OH:21])[C:11]([C:22]2[CH:27]=[CH:26][CH:25]=[CH:24][CH:23]=2)=[N:10]1.[H-].[Na+].OC1C(C2C=CC=CC=2)=NNC(=O)[C:32]=1[C:44]([O:46]CC)=[O:45].ClC1C=CC=CC=1CBr.Cl.C[N:60](C)C=O. (7) Given the product [CH2:4]([O:3]/[CH:1]=[CH:2]/[C:13]1[C:12]([CH3:16])=[CH:11][N:10]=[C:9]([Cl:8])[N:14]=1)[CH2:5][CH2:6][CH3:7], predict the reactants needed to synthesize it. The reactants are: [CH:1]([O:3][CH2:4][CH2:5][CH2:6][CH3:7])=[CH2:2].[Cl:8][C:9]1[N:14]=[C:13](Cl)[C:12]([CH3:16])=[CH:11][N:10]=1.C(N(CC)CC)C. (8) Given the product [CH3:1][O:2][CH2:3][CH2:4][C:5]1[CH:10]=[CH:9][CH:8]=[CH:7][C:6]=1[B:21]([OH:22])[OH:20], predict the reactants needed to synthesize it. The reactants are: [CH3:1][O:2][CH2:3][CH2:4][C:5]1[CH:10]=[CH:9][CH:8]=[CH:7][C:6]=1Br.C([Li])CCC.C([O:20][B:21](OC(C)C)[O:22]C(C)C)(C)C. (9) Given the product [OH:5][CH:3]([CH3:4])[CH2:2][NH:1][C:17](=[O:18])[C:16]([O:15][CH2:13][CH3:14])=[O:20], predict the reactants needed to synthesize it. The reactants are: [NH2:1][CH2:2][CH:3]([OH:5])[CH3:4].C(N(CC)CC)C.[CH2:13]([O:15][C:16](=[O:20])[C:17](Cl)=[O:18])[CH3:14]. (10) Given the product [F:23][C@@H:5]1[C@H:6]([OH:11])[C@@H:7]([CH2:9][OH:10])[O:8][C@H:4]1[N:3]1[CH:2]=[CH:1][C:15](=[O:16])[NH:14][C:13]1=[O:12], predict the reactants needed to synthesize it. The reactants are: [CH:1]1[C:15](=[O:16])[N:14]=[C:13]2[N:3]([C@@H:4]3[O:8][C@H:7]([CH2:9][OH:10])[C@@H:6]([OH:11])[C@@H:5]3[O:12]2)[CH:2]=1.C1C=CN=CC=1.[FH:23].